The task is: Predict the product of the given reaction.. This data is from Forward reaction prediction with 1.9M reactions from USPTO patents (1976-2016). (1) Given the reactants [H-].[Na+].[F:3][C:4]1[CH:10]=[CH:9][C:7]([NH2:8])=[C:6]([C:11]([F:14])([F:13])[F:12])[CH:5]=1.Cl[C:16]1[C:21]([N+:22]([O-:24])=[O:23])=[CH:20][CH:19]=[C:18]([Cl:25])[N:17]=1.O, predict the reaction product. The product is: [Cl:25][C:18]1[N:17]=[C:16]([NH:8][C:7]2[CH:9]=[CH:10][C:4]([F:3])=[CH:5][C:6]=2[C:11]([F:12])([F:13])[F:14])[C:21]([N+:22]([O-:24])=[O:23])=[CH:20][CH:19]=1. (2) Given the reactants [Br:1][C:2]1[CH:7]=[CH:6][C:5]([NH:8][C:9]2[C:10]([C:28](O)=[O:29])=[CH:11][C:12]3[N:16]([CH2:17][CH2:18][C:19](=[O:25])[N:20]4[CH2:24][CH2:23][CH2:22][CH2:21]4)[CH:15]=[N:14][C:13]=3[C:26]=2[F:27])=[C:4]([Cl:31])[CH:3]=1.Cl.[CH:33]1([CH2:36][O:37][NH2:38])[CH2:35][CH2:34]1, predict the reaction product. The product is: [CH:33]1([CH2:36][O:37][NH:38][C:28]([C:10]2[C:9]([NH:8][C:5]3[CH:6]=[CH:7][C:2]([Br:1])=[CH:3][C:4]=3[Cl:31])=[C:26]([F:27])[C:13]3[N:14]=[CH:15][N:16]([CH2:17][CH2:18][C:19](=[O:25])[N:20]4[CH2:24][CH2:23][CH2:22][CH2:21]4)[C:12]=3[CH:11]=2)=[O:29])[CH2:35][CH2:34]1. (3) Given the reactants [NH2:1][C:2]1[CH:3]=[CH:4][C:5]([N:8]2[CH:12]=[C:11]([CH2:13][CH2:14][CH2:15][O:16][C:17]3[C:22]([O:23][CH3:24])=[CH:21][CH:20]=[CH:19][C:18]=3[CH2:25][C:26]([O:28]C)=[O:27])[C:10]([CH:30]([CH3:32])[CH3:31])=[N:9]2)=[N:6][CH:7]=1.CN(C)C=O.[C:38](Cl)(=[O:42])[CH2:39][CH2:40][CH3:41], predict the reaction product. The product is: [C:38]([NH:1][C:2]1[CH:3]=[CH:4][C:5]([N:8]2[CH:12]=[C:11]([CH2:13][CH2:14][CH2:15][O:16][C:17]3[C:22]([O:23][CH3:24])=[CH:21][CH:20]=[CH:19][C:18]=3[CH2:25][C:26]([OH:28])=[O:27])[C:10]([CH:30]([CH3:32])[CH3:31])=[N:9]2)=[N:6][CH:7]=1)(=[O:42])[CH2:39][CH2:40][CH3:41]. (4) The product is: [CH3:19][C:18]([CH3:21])([CH3:20])[C:17]([C:11]1[CH:12]=[CH:13][C:8]([S:5]([NH:4][CH3:3])(=[O:6])=[O:7])=[C:9]([C:15]#[N:16])[C:10]=1[CH3:14])=[O:22]. Given the reactants [H-].[Na+].[CH3:3][NH:4][S:5]([C:8]1[CH:13]=[CH:12][CH:11]=[C:10]([CH3:14])[C:9]=1[C:15]#[N:16])(=[O:7])=[O:6].[C:17](Cl)(=[O:22])[C:18]([CH3:21])([CH3:20])[CH3:19], predict the reaction product.